Dataset: NCI-60 drug combinations with 297,098 pairs across 59 cell lines. Task: Regression. Given two drug SMILES strings and cell line genomic features, predict the synergy score measuring deviation from expected non-interaction effect. Drug 1: C1=C(C(=O)NC(=O)N1)F. Drug 2: C1=CN(C=N1)CC(O)(P(=O)(O)O)P(=O)(O)O. Cell line: BT-549. Synergy scores: CSS=34.6, Synergy_ZIP=-0.692, Synergy_Bliss=-2.68, Synergy_Loewe=-4.20, Synergy_HSA=-2.99.